Dataset: Full USPTO retrosynthesis dataset with 1.9M reactions from patents (1976-2016). Task: Predict the reactants needed to synthesize the given product. Given the product [OH:9][C:4]1[CH:3]=[C:2]([NH:1][C:25](=[O:26])[CH2:24][CH2:23][CH2:22][CH2:21][CH2:20][CH2:19][CH2:18][CH2:17][CH2:16][CH2:15][CH2:14][CH:13]([CH3:12])[CH3:28])[CH:7]=[CH:6][C:5]=1[OH:8], predict the reactants needed to synthesize it. The reactants are: [NH2:1][C:2]1[CH:3]=[C:4]([OH:9])[C:5]([OH:8])=[CH:6][CH:7]=1.[OH-].[Na+].[CH3:12][CH:13]([CH3:28])[CH2:14][CH2:15][CH2:16][CH2:17][CH2:18][CH2:19][CH2:20][CH2:21][CH2:22][CH2:23][CH2:24][C:25](Cl)=[O:26].[N+](C1C=C(O)C(O)=CC=1)([O-])=O.Cl.